The task is: Regression. Given two drug SMILES strings and cell line genomic features, predict the synergy score measuring deviation from expected non-interaction effect.. This data is from NCI-60 drug combinations with 297,098 pairs across 59 cell lines. Synergy scores: CSS=0.175, Synergy_ZIP=-0.663, Synergy_Bliss=-0.510, Synergy_Loewe=-2.73, Synergy_HSA=-1.87. Drug 1: C1CN1P(=S)(N2CC2)N3CC3. Cell line: EKVX. Drug 2: CNC(=O)C1=NC=CC(=C1)OC2=CC=C(C=C2)NC(=O)NC3=CC(=C(C=C3)Cl)C(F)(F)F.